The task is: Binary Classification. Given a drug SMILES string, predict its activity (active/inactive) in a high-throughput screening assay against a specified biological target.. This data is from HIV replication inhibition screening data with 41,000+ compounds from the AIDS Antiviral Screen. (1) The molecule is CCn1cc(C=CC(C)c2cn(CC)c(=O)[nH]c2=O)c(=O)[nH]c1=O. The result is 0 (inactive). (2) The drug is C=C1C2CCCC1C1(S(C)(=O)=O)CCCCC21O. The result is 0 (inactive). (3) The molecule is Cc1n2[nH]c(=N)sc2n[n+]1CC(=O)c1ccccc1.[Br-]. The result is 0 (inactive). (4) The molecule is O=S(=O)(O)C(O)CCCC(O)S(=O)(=O)O. The result is 0 (inactive). (5) The drug is CC(=Nc1nc(O)cc2c1C(=O)CC2)N(C)C. The result is 0 (inactive). (6) The compound is O=[N+]1C2C3CCC(C3)C2[N+](=O)[Co]12345C1=C2C3C4=C15. The result is 0 (inactive). (7) The compound is CCOC(=O)NC(Nc1cccc(C(F)(F)F)c1)(C(F)(F)F)C(F)(F)F. The result is 0 (inactive). (8) The molecule is CC1c2c(O)nc(O)nc2OC1c1ccccc1. The result is 0 (inactive).